This data is from Catalyst prediction with 721,799 reactions and 888 catalyst types from USPTO. The task is: Predict which catalyst facilitates the given reaction. (1) Reactant: [NH2:1][C:2]1[C:33]([C:34]([F:37])([F:36])[F:35])=[CH:32][C:5]([CH2:6][CH:7]([CH2:11][C:12](=[O:31])[N:13]2[CH2:18][CH2:17][CH:16]([N:19]3[CH2:25][CH2:24][C:23]4[CH:26]=[CH:27][CH:28]=[CH:29][C:22]=4[NH:21][C:20]3=[O:30])[CH2:15][CH2:14]2)[C:8](O)=[O:9])=[CH:4][C:3]=1[Cl:38].[BH4-].[Na+].Cl. Product: [NH2:1][C:2]1[C:33]([C:34]([F:35])([F:36])[F:37])=[CH:32][C:5]([CH2:6][CH:7]([CH2:8][OH:9])[CH2:11][C:12]([N:13]2[CH2:18][CH2:17][CH:16]([N:19]3[CH2:25][CH2:24][C:23]4[CH:26]=[CH:27][CH:28]=[CH:29][C:22]=4[NH:21][C:20]3=[O:30])[CH2:15][CH2:14]2)=[O:31])=[CH:4][C:3]=1[Cl:38]. The catalyst class is: 20. (2) Reactant: [C:1]1([OH:7])C=CC=CC=1.[OH-].[K+].C=O.[C:12]([OH:21])(=[O:20])[C:13]1[C:14](=[CH:16][CH:17]=[CH:18][CH:19]=1)[OH:15]. Product: [CH2:1]=[O:7].[C:14]1([OH:15])[CH:16]=[CH:17][CH:18]=[CH:19][CH:13]=1.[C:12]([OH:21])(=[O:20])[C:13]1[C:14](=[CH:16][CH:17]=[CH:18][CH:19]=1)[OH:15]. The catalyst class is: 6. (3) Reactant: [CH3:1][O:2][C:3]1[CH:4]=[C:5]2[C:10](=[CH:11][CH:12]=1)[CH:9]=[C:8]([CH:13]([OH:20])[CH2:14][CH2:15][CH2:16][CH2:17][CH2:18][CH3:19])[CH:7]=[CH:6]2.[Cr](Cl)([O-])(=O)=O.[NH+]1C=CC=CC=1. Product: [CH3:1][O:2][C:3]1[CH:4]=[C:5]2[C:10](=[CH:11][CH:12]=1)[CH:9]=[C:8]([C:13](=[O:20])[CH2:14][CH2:15][CH2:16][CH2:17][CH2:18][CH3:19])[CH:7]=[CH:6]2. The catalyst class is: 2. (4) Reactant: Br.[NH2:2][C:3]1[C:4]([OH:18])=[C:5]([C:9]2[CH:14]=[CH:13][CH:12]=[C:11]([C:15]([OH:17])=[O:16])[CH:10]=2)[CH:6]=[CH:7][CH:8]=1.[N:19]([O-])=O.[Na+].[CH2:23]1[C:31]2[C:26](=[CH:27][C:28]([N:32]3[C:36](=[O:37])[CH2:35][C:34]([CH3:38])=[N:33]3)=[CH:29][CH:30]=2)[CH2:25][CH2:24]1.[C:39](=[O:42])(O)[O-].[Na+]. Product: [OH:18][C:4]1[C:3]([NH:2]/[N:19]=[C:35]2/[C:34]([CH3:38])=[N:33][N:32]([C:28]3[CH:27]=[C:26]4[C:31](=[CH:30][CH:29]=3)[CH2:23][CH2:24][CH2:25]4)[C:36]/2=[O:37])=[CH:8][CH:7]=[CH:6][C:5]=1[C:9]1[CH:14]=[CH:13][CH:12]=[C:11]([C:15]([OH:17])=[O:16])[CH:10]=1.[OH:18][C:4]1[C:3]([NH:2]/[N:19]=[C:35]2\[C:34]([CH3:38])=[N:33][N:32]([C:28]3[CH:27]=[C:26]4[C:31](=[CH:30][CH:29]=3)[CH2:23][CH2:24][CH2:25]4)[C:36]\2=[C:39]=[O:42])=[CH:8][CH:7]=[CH:6][C:5]=1[C:9]1[CH:14]=[CH:13][CH:12]=[C:11]([C:15]([OH:17])=[O:16])[CH:10]=1. The catalyst class is: 502. (5) Reactant: [F:1][CH:2]([F:26])[C:3]([NH:5][CH2:6][C@@H:7]1[O:11][C:10](=[O:12])[N:9]([C:13]2[CH:18]=[CH:17][C:16]([N:19]3[CH2:24][CH2:23][NH:22][CH2:21][CH2:20]3)=[C:15]([F:25])[CH:14]=2)[CH2:8]1)=O.COC1C=CC(P2(SP(C3C=CC(OC)=CC=3)(=S)S2)=[S:36])=CC=1.CN1CCCN(C)C1=O. Product: [F:1][CH:2]([F:26])[C:3](=[S:36])[NH:5][CH2:6][C@@H:7]1[O:11][C:10](=[O:12])[N:9]([C:13]2[CH:18]=[CH:17][C:16]([N:19]3[CH2:24][CH2:23][NH:22][CH2:21][CH2:20]3)=[C:15]([F:25])[CH:14]=2)[CH2:8]1. The catalyst class is: 1.